From a dataset of Full USPTO retrosynthesis dataset with 1.9M reactions from patents (1976-2016). Predict the reactants needed to synthesize the given product. Given the product [Cl:1][C:2]1[CH:7]=[CH:6][C:5]([O:8][CH3:9])=[CH:4][C:3]=1[C:10]1[CH:20]=[C:19]([CH3:21])[C:13]2[N:14]=[C:15]([NH:18][C:23]3[CH:28]=[CH:27][CH:26]=[C:25]([S:29]([N:32]4[CH2:37][CH2:36][N:35]([CH3:38])[CH2:34][CH2:33]4)(=[O:31])=[O:30])[CH:24]=3)[N:16]=[N:17][C:12]=2[CH:11]=1, predict the reactants needed to synthesize it. The reactants are: [Cl:1][C:2]1[CH:7]=[CH:6][C:5]([O:8][CH3:9])=[CH:4][C:3]=1[C:10]1[CH:20]=[C:19]([CH3:21])[C:13]2[N:14]=[C:15]([NH2:18])[N:16]=[N:17][C:12]=2[CH:11]=1.Br[C:23]1[CH:24]=[C:25]([S:29]([N:32]2[CH2:37][CH2:36][N:35]([CH3:38])[CH2:34][CH2:33]2)(=[O:31])=[O:30])[CH:26]=[CH:27][CH:28]=1.C([O-])([O-])=O.[Cs+].[Cs+].CC1(C)C2C(=C(P(C3C=CC=CC=3)C3C=CC=CC=3)C=CC=2)OC2C(P(C3C=CC=CC=3)C3C=CC=CC=3)=CC=CC1=2.